This data is from Peptide-MHC class II binding affinity with 134,281 pairs from IEDB. The task is: Regression. Given a peptide amino acid sequence and an MHC pseudo amino acid sequence, predict their binding affinity value. This is MHC class II binding data. The peptide sequence is LLVKYAAGDGNIVAV. The MHC is DRB4_0101 with pseudo-sequence DRB4_0103. The binding affinity (normalized) is 0.391.